From a dataset of Full USPTO retrosynthesis dataset with 1.9M reactions from patents (1976-2016). Predict the reactants needed to synthesize the given product. Given the product [CH3:1][C:2]1[CH:7]=[CH:6][C:5]([S:8]([N:11]2[C:15]3[CH:16]=[CH:17][CH:18]=[C:19]([N+:20]([O-:22])=[O:21])[C:14]=3[N:13]([CH2:31][C:32]([O:34][CH3:35])=[O:33])[C:12]2=[O:23])(=[O:10])=[O:9])=[CH:4][CH:3]=1, predict the reactants needed to synthesize it. The reactants are: [CH3:1][C:2]1[CH:7]=[CH:6][C:5]([S:8]([N:11]2[C:15]3[CH:16]=[CH:17][CH:18]=[C:19]([N+:20]([O-:22])=[O:21])[C:14]=3[NH:13][C:12]2=[O:23])(=[O:10])=[O:9])=[CH:4][CH:3]=1.C(=O)([O-])[O-].[K+].[K+].Br[CH2:31][C:32]([O:34][CH3:35])=[O:33].O.